Dataset: Reaction yield outcomes from USPTO patents with 853,638 reactions. Task: Predict the reaction yield, written as a fraction of the theoretical maximum amount of product (1.0 means a 100% yield; for example, 0.34 means a 34% yield). The reactants are [Cl:1][C:2]1[S:6][C:5]([Mg]Br)=[CH:4][CH:3]=1.O1CCCC1.C(OC([N:21]1[CH2:26][CH2:25][C:24](=O)[CH2:23][CH2:22]1)=O)(C)(C)C.[Cl-].[NH4+]. The catalyst is O1CCCC1. The product is [ClH:1].[Cl:1][C:2]1[S:6][C:5]([C:24]2[CH2:25][CH2:26][NH:21][CH2:22][CH:23]=2)=[CH:4][CH:3]=1. The yield is 0.230.